Predict the reactants needed to synthesize the given product. From a dataset of Full USPTO retrosynthesis dataset with 1.9M reactions from patents (1976-2016). (1) Given the product [CH:1]1([N:9]2[CH2:10][CH2:11][CH:12]([N:15]3[C:16]4[CH:21]=[CH:20][CH:19]=[CH:18][C:17]=4[NH:22][C:30]3=[N:31][C:32]#[N:33])[CH2:13][CH2:14]2)[CH2:2][CH2:3][CH2:4][CH2:5][CH2:6][CH2:7][CH2:8]1, predict the reactants needed to synthesize it. The reactants are: [CH:1]1([N:9]2[CH2:14][CH2:13][CH:12]([NH:15][C:16]3[C:17]([NH2:22])=[CH:18][CH:19]=[CH:20][CH:21]=3)[CH2:11][CH2:10]2)[CH2:8][CH2:7][CH2:6][CH2:5][CH2:4][CH2:3][CH2:2]1.C1C=CC(O[C:30](OC2C=CC=CC=2)=[N:31][C:32]#[N:33])=CC=1. (2) Given the product [F:30][C:12]1([F:11])[CH2:13][CH2:14][C:15](=[CH:18][C:19]2[CH:20]=[C:21]([C:25]3[CH:29]=[N:28][N:27]([CH:2]([CH3:4])[CH3:3])[CH:26]=3)[CH:22]=[CH:23][CH:24]=2)[CH2:16][CH2:17]1, predict the reactants needed to synthesize it. The reactants are: I[CH:2]([CH3:4])[CH3:3].C(=O)([O-])[O-].[K+].[K+].[F:11][C:12]1([F:30])[CH2:17][CH2:16][C:15](=[CH:18][C:19]2[CH:20]=[C:21]([C:25]3[CH:26]=[N:27][NH:28][CH:29]=3)[CH:22]=[CH:23][CH:24]=2)[CH2:14][CH2:13]1. (3) Given the product [C:10]1([CH3:13])[CH:11]=[CH:12][C:7]([N:1]2[CH:5]=[CH:4][CH:3]=[N:2]2)=[CH:8][CH:9]=1, predict the reactants needed to synthesize it. The reactants are: [NH:1]1[CH:5]=[CH:4][CH:3]=[N:2]1.Br[C:7]1[CH:12]=[CH:11][C:10]([CH3:13])=[CH:9][CH:8]=1.